From a dataset of Full USPTO retrosynthesis dataset with 1.9M reactions from patents (1976-2016). Predict the reactants needed to synthesize the given product. Given the product [C:20]([O:19][C:17]([NH:1][CH:2]1[CH2:7][CH2:6][CH2:5][CH:4]([C:8]([OH:10])=[O:9])[CH2:3]1)=[O:18])([CH3:23])([CH3:22])[CH3:21], predict the reactants needed to synthesize it. The reactants are: [NH2:1][CH:2]1[CH2:7][CH2:6][CH2:5][CH:4]([C:8]([OH:10])=[O:9])[CH2:3]1.C(=O)([O-])[O-].[K+].[K+].[C:17](O[C:17]([O:19][C:20]([CH3:23])([CH3:22])[CH3:21])=[O:18])([O:19][C:20]([CH3:23])([CH3:22])[CH3:21])=[O:18].Cl.